Dataset: Reaction yield outcomes from USPTO patents with 853,638 reactions. Task: Predict the reaction yield, written as a fraction of the theoretical maximum amount of product (1.0 means a 100% yield; for example, 0.34 means a 34% yield). (1) The product is [F:39][C:2]1([F:1])[O:6][C:5]2[CH:7]=[CH:8][C:9]([C:11]3([C:14]([NH:16][C@@H:17]4[CH2:22][C@@H:21]([C:23]5[CH:28]=[CH:27][CH:26]=[CH:25][CH:24]=5)[O:20][C@@H:19]([C:29]5[CH:30]=[CH:31][C:32]([C:33]([OH:35])=[O:34])=[CH:37][CH:38]=5)[CH2:18]4)=[O:15])[CH2:13][CH2:12]3)=[CH:10][C:4]=2[O:3]1. The catalyst is CO.[Li+].[OH-]. The yield is 0.840. The reactants are [F:1][C:2]1([F:39])[O:6][C:5]2[CH:7]=[CH:8][C:9]([C:11]3([C:14]([NH:16][C@@H:17]4[CH2:22][C@@H:21]([C:23]5[CH:28]=[CH:27][CH:26]=[CH:25][CH:24]=5)[O:20][C@@H:19]([C:29]5[CH:38]=[CH:37][C:32]([C:33]([O:35]C)=[O:34])=[CH:31][CH:30]=5)[CH2:18]4)=[O:15])[CH2:13][CH2:12]3)=[CH:10][C:4]=2[O:3]1. (2) The reactants are [CH3:1][O:2][C:3]1[CH:8]=[CH:7][C:6]([CH2:9][C:10]([OH:12])=O)=[CH:5][CH:4]=1.[C:13]1([O:19][CH3:20])[CH:18]=[CH:17][CH:16]=[CH:15][CH:14]=1.[Al+3].[Cl-].[Cl-].[Cl-]. The catalyst is S(Cl)(Cl)=O.ClCCl.O. The product is [CH3:20][O:19][C:13]1[CH:18]=[CH:17][C:16]([C:10](=[O:12])[CH2:9][C:6]2[CH:5]=[CH:4][C:3]([O:2][CH3:1])=[CH:8][CH:7]=2)=[CH:15][CH:14]=1. The yield is 0.840. (3) The reactants are [CH3:1][N:2]([CH3:29])[C:3]1[C:27]([CH3:28])=[CH:26][C:6]2[N:7]=[C:8]3[C:13]([N:14]([CH2:15][CH2:16][CH2:17][CH2:18][CH2:19][CH2:20][C:21]([OH:23])=O)[C:5]=2[CH:4]=1)=[N:12][C:11](=[O:24])[NH:10][C:9]3=[O:25].CN1CCOCC1.C(OC(Cl)=O)C(C)C.Cl.[NH2:46][OH:47]. The catalyst is CO.C(Cl)Cl.C1COCC1. The product is [OH:47][NH:46][C:21](=[O:23])[CH2:20][CH2:19][CH2:18][CH2:17][CH2:16][CH2:15][N:14]1[C:13]2[C:8]([C:9](=[O:25])[NH:10][C:11](=[O:24])[N:12]=2)=[N:7][C:6]2[CH:26]=[C:27]([CH3:28])[C:3]([N:2]([CH3:1])[CH3:29])=[CH:4][C:5]1=2. The yield is 0.290. (4) The reactants are [H-].[H-].[H-].[H-].[Li+].[Al+3].[C:7]([OH:12])(=O)[CH:8]=[CH:9][CH3:10].[C:13]1([C:19]2[CH:24]=[CH:23][CH:22]=[CH:21][CH:20]=2)[CH:18]=[CH:17][CH:16]=[CH:15][CH:14]=1. The catalyst is CCOCC. The product is [C:13]1([C:19]2[CH:20]=[CH:21][CH:22]=[CH:23][CH:24]=2)[CH:18]=[CH:17][C:16]([C:9]([CH3:10])=[CH:8][CH2:7][OH:12])=[CH:15][CH:14]=1. The yield is 0.774. (5) The reactants are [Cl:1][C:2]1[CH:3]=[CH:4][C:5]([O:32][CH:33]([F:35])[F:34])=[C:6]([C:8]2[N:9]=[C:10]([N:25]3[CH2:30][CH2:29][C:28](=O)[CH2:27][CH2:26]3)[S:11][C:12]=2[NH:13][C:14]([C:16]2[CH:17]=[N:18][N:19]3[CH:24]=[CH:23][CH:22]=[N:21][C:20]=23)=[O:15])[CH:7]=1.[CH3:36][NH:37][CH2:38][CH2:39][C:40]#[N:41].C(O)(=O)C.C([BH3-])#N. The catalyst is C(Cl)Cl.CO. The product is [Cl:1][C:2]1[CH:3]=[CH:4][C:5]([O:32][CH:33]([F:35])[F:34])=[C:6]([C:8]2[N:9]=[C:10]([N:25]3[CH2:26][CH2:27][CH:28]([N:37]([CH2:38][CH2:39][C:40]#[N:41])[CH3:36])[CH2:29][CH2:30]3)[S:11][C:12]=2[NH:13][C:14]([C:16]2[CH:17]=[N:18][N:19]3[CH:24]=[CH:23][CH:22]=[N:21][C:20]=23)=[O:15])[CH:7]=1. The yield is 0.460. (6) The product is [F:21][C:15]1[CH:16]=[C:17]([F:20])[CH:18]=[CH:19][C:14]=1[CH2:13][N:12]1[C:7]([C:5]2[O:6][C:2]([C:34]3[CH:35]=[C:36]([C:38]([F:40])([F:39])[F:41])[CH:37]=[C:32]([S:31][CH2:29][CH3:30])[CH:33]=3)=[CH:3][CH:4]=2)=[CH:8][C:9]([C:25]([F:28])([F:27])[F:26])=[C:10]([C:23]#[N:24])[C:11]1=[O:22]. The catalyst is COCCOC.O.C1C=CC([P]([Pd]([P](C2C=CC=CC=2)(C2C=CC=CC=2)C2C=CC=CC=2)([P](C2C=CC=CC=2)(C2C=CC=CC=2)C2C=CC=CC=2)[P](C2C=CC=CC=2)(C2C=CC=CC=2)C2C=CC=CC=2)(C2C=CC=CC=2)C2C=CC=CC=2)=CC=1. The reactants are Br[C:2]1[O:6][C:5]([C:7]2[N:12]([CH2:13][C:14]3[CH:19]=[CH:18][C:17]([F:20])=[CH:16][C:15]=3[F:21])[C:11](=[O:22])[C:10]([C:23]#[N:24])=[C:9]([C:25]([F:28])([F:27])[F:26])[CH:8]=2)=[CH:4][CH:3]=1.[CH2:29]([S:31][C:32]1[CH:33]=[C:34](B2OC(C)(C)C(C)(C)O2)[CH:35]=[C:36]([C:38]([F:41])([F:40])[F:39])[CH:37]=1)[CH3:30].C([O-])([O-])=O.[K+].[K+]. The yield is 0.550. (7) The reactants are [CH3:1][O:2][C@H:3]1[CH2:20][CH2:19][C@@:18]2([CH3:21])[C:5](=[CH:6][CH2:7][C@@H:8]3[C@@H:17]2[CH2:16][CH2:15][C@@:13]2([CH3:14])[C@H:9]3[CH2:10][CH2:11][C@@H:12]2[OH:22])[CH2:4]1.[OH:23]N1C(=O)C2=CC=CC=C2C1=O. No catalyst specified. The product is [CH3:1][O:2][C@H:3]1[CH2:20][CH2:19][C@@:18]2([CH3:21])[C:5](=[CH:6][C:7](=[O:23])[C@@H:8]3[C@@H:17]2[CH2:16][CH2:15][C@@:13]2([CH3:14])[C@H:9]3[CH2:10][CH2:11][C@@H:12]2[OH:22])[CH2:4]1. The yield is 0.530.